From a dataset of Full USPTO retrosynthesis dataset with 1.9M reactions from patents (1976-2016). Predict the reactants needed to synthesize the given product. (1) The reactants are: Br[C:2]1[C:14]2[C:13]3[C:8](=[CH:9][C:10]([C:15]([OH:18])([CH3:17])[CH3:16])=[CH:11][CH:12]=3)[NH:7][C:6]=2[C:5]([C:19]([NH2:21])=[O:20])=[CH:4][C:3]=1[Cl:22].[CH3:23][O:24][C:25]1[CH:26]=[CH:27][CH:28]=[C:29]2[C:34]=1[N:33]([CH3:35])[C:32](=[O:36])[N:31]([C:37]1[CH:42]=[CH:41][CH:40]=[C:39](B3OC(C)(C)C(C)(C)O3)[C:38]=1[CH3:52])[C:30]2=[O:53].C([O-])([O-])=O.[Cs+].[Cs+]. Given the product [Cl:22][C:3]1[CH:4]=[C:5]([C:19]([NH2:21])=[O:20])[C:6]2[NH:7][C:8]3[C:13]([C:14]=2[C:2]=1[C:39]1[CH:40]=[CH:41][CH:42]=[C:37]([N:31]2[C:30](=[O:53])[C:29]4[C:34](=[C:25]([O:24][CH3:23])[CH:26]=[CH:27][CH:28]=4)[N:33]([CH3:35])[C:32]2=[O:36])[C:38]=1[CH3:52])=[CH:12][CH:11]=[C:10]([C:15]([OH:18])([CH3:17])[CH3:16])[CH:9]=3, predict the reactants needed to synthesize it. (2) Given the product [CH3:13][C:11]([CH3:12])([CH3:14])[CH2:10][C:9]([NH:8][C:5]1[CH:4]=[CH:3][C:2]([O:1][C:18](=[O:19])[N:17]([CH3:16])[C:21]2[CH:26]=[CH:25][CH:24]=[CH:23][CH:22]=2)=[N:7][CH:6]=1)=[O:15], predict the reactants needed to synthesize it. The reactants are: [OH:1][C:2]1[N:7]=[CH:6][C:5]([NH:8][C:9](=[O:15])[CH2:10][C:11]([CH3:14])([CH3:13])[CH3:12])=[CH:4][CH:3]=1.[CH3:16][N:17]([C:21]1[CH:26]=[CH:25][CH:24]=[CH:23][CH:22]=1)[C:18](Cl)=[O:19].N12CCN(CC1)CC2.O. (3) The reactants are: Br[C:2]1[CH:7]=[CH:6][C:5]([NH:8][C:9]([C:11]2[NH:12][CH:13]=[C:14]([C:16]#[N:17])[N:15]=2)=[O:10])=[C:4]([C:18]2[CH2:23][CH2:22][C:21]([CH3:25])([CH3:24])[CH2:20][CH:19]=2)[CH:3]=1.C([Mg]Cl)(C)C.[Li]C(C)(C)C.CCCCC.[C:41]([O:45][CH2:46][CH3:47])(=[O:44])[CH:42]=[O:43].C1(C)C=CC=CC=1. Given the product [CH2:46]([O:45][C:41](=[O:44])[CH:42]([C:2]1[CH:7]=[CH:6][C:5]([NH:8][C:9]([C:11]2[NH:15][C:14]([C:16]#[N:17])=[CH:13][N:12]=2)=[O:10])=[C:4]([C:18]2[CH2:23][CH2:22][C:21]([CH3:25])([CH3:24])[CH2:20][CH:19]=2)[CH:3]=1)[OH:43])[CH3:47], predict the reactants needed to synthesize it. (4) Given the product [ClH:23].[C:1]1([CH2:7][CH2:8][C:9]2[CH:14]=[CH:13][C:12]([C@@H:15]3[NH:19][C@H:18]([C:20]([NH2:22])=[O:21])[CH2:17][CH2:16]3)=[CH:11][CH:10]=2)[CH:6]=[CH:5][CH:4]=[CH:3][CH:2]=1, predict the reactants needed to synthesize it. The reactants are: [C:1]1([CH2:7][CH2:8][C:9]2[CH:14]=[CH:13][C:12]([C@@H:15]3[NH:19][C@H:18]([C:20]([NH2:22])=[O:21])[CH2:17][CH2:16]3)=[CH:11][CH:10]=2)[CH:6]=[CH:5][CH:4]=[CH:3][CH:2]=1.[ClH:23]. (5) Given the product [Cl:28][C:23]1[CH:22]=[C:21]([C:17]2[O:18][C:19]([CH3:20])=[C:15]([CH2:14][O:13][C:10]3[CH:11]=[CH:12][C:7]([CH2:6][CH:5]([O:30][CH2:31][CH3:32])[C:4]([OH:33])=[O:3])=[C:8]([CH3:29])[CH:9]=3)[N:16]=2)[CH:26]=[C:25]([Cl:27])[CH:24]=1, predict the reactants needed to synthesize it. The reactants are: C([O:3][C:4](=[O:33])[CH:5]([O:30][CH2:31][CH3:32])[CH2:6][C:7]1[CH:12]=[CH:11][C:10]([O:13][CH2:14][C:15]2[N:16]=[C:17]([C:21]3[CH:26]=[C:25]([Cl:27])[CH:24]=[C:23]([Cl:28])[CH:22]=3)[O:18][C:19]=2[CH3:20])=[CH:9][C:8]=1[CH3:29])C.[Li+].[OH-]. (6) The reactants are: [CH3:1][Si:2]([CH3:8])([CH3:7])[CH2:3][CH2:4][CH2:5]Br.[Cl:9][C:10]1[N:15]=[C:14]([Cl:16])[CH:13]=[CH:12][N:11]=1.C(C1C(=O)C(Cl)=C(Cl)C(=O)C=1C#N)#N.[OH-].[Na+].[O-]S([O-])(=S)=O.[Na+].[Na+]. Given the product [Cl:9][C:10]1[N:15]=[C:14]([Cl:16])[CH:13]=[C:12]([CH2:5][CH2:4][CH2:3][Si:2]([CH3:8])([CH3:7])[CH3:1])[N:11]=1, predict the reactants needed to synthesize it. (7) The reactants are: [F:1][C:2]([F:33])([F:32])[C:3]1[CH:7]=[C:6]([C:8]([F:11])([F:10])[F:9])[N:5]([CH2:12][C:13]2[CH:18]=[CH:17][C:16]([N:19]3[C:27](=[O:28])[C:26]4[C:21](=[CH:22][CH:23]=[CH:24][C:25]=4[Cl:29])[C:20]3=[O:30])=[C:15]([CH3:31])[CH:14]=2)[N:4]=1.[CH:34]([NH2:38])([CH2:36][CH3:37])[CH3:35].C(O)(=O)C. Given the product [F:33][C:2]([F:32])([F:1])[C:3]1[CH:7]=[C:6]([C:8]([F:9])([F:11])[F:10])[N:5]([CH2:12][C:13]2[CH:18]=[CH:17][C:16]([NH:19][C:20]([C:21]3[C:26]([C:27]([NH:38][CH:34]([CH2:36][CH3:37])[CH3:35])=[O:28])=[C:25]([Cl:29])[CH:24]=[CH:23][CH:22]=3)=[O:30])=[C:15]([CH3:31])[CH:14]=2)[N:4]=1, predict the reactants needed to synthesize it.